This data is from Reaction yield outcomes from USPTO patents with 853,638 reactions. The task is: Predict the reaction yield, written as a fraction of the theoretical maximum amount of product (1.0 means a 100% yield; for example, 0.34 means a 34% yield). (1) The reactants are [C:1]([C:5]1[CH:10]=[CH:9][C:8]([N+:11]([O-:13])=[O:12])=[CH:7][C:6]=1[S:14](Cl)(=[O:16])=[O:15])([CH3:4])([CH3:3])[CH3:2].[NH4+:18].[OH-]. The catalyst is CCOCC.O. The product is [C:1]([C:5]1[CH:10]=[CH:9][C:8]([N+:11]([O-:13])=[O:12])=[CH:7][C:6]=1[S:14]([NH2:18])(=[O:16])=[O:15])([CH3:4])([CH3:3])[CH3:2]. The yield is 0.340. (2) The reactants are [CH3:1][Si:2]([CH3:21])([CH3:20])[CH2:3][CH2:4][O:5][CH2:6][N:7]1[C:15]2[CH:14]=[C:13]([C:16](OC)=[O:17])[N:12]=[CH:11][C:10]=2[N:9]=[N:8]1.[BH4-].[Na+]. The catalyst is CO. The product is [CH3:1][Si:2]([CH3:21])([CH3:20])[CH2:3][CH2:4][O:5][CH2:6][N:7]1[C:15]2[CH:14]=[C:13]([CH2:16][OH:17])[N:12]=[CH:11][C:10]=2[N:9]=[N:8]1. The yield is 0.950. (3) The reactants are [CH3:1][O:2][C:3]1[CH:8]=[C:7]([N+:9]([O-:11])=[O:10])[CH:6]=[CH:5][C:4]=1B1OC(C)(C)C(C)(C)O1.Br[C:22]1[S:23][CH:24]=[N:25][N:26]=1.C(=O)([O-])[O-].[Cs+].[Cs+].N#N. The catalyst is CN(C=O)C. The product is [CH3:1][O:2][C:3]1[CH:8]=[C:7]([N+:9]([O-:11])=[O:10])[CH:6]=[CH:5][C:4]=1[C:22]1[S:23][CH:24]=[N:25][N:26]=1. The yield is 0.0700. (4) The reactants are [Br:1][C:2]1[CH:11]=[C:10]2[C:5]([C:6]([CH3:14])([CH3:13])[CH2:7][CH2:8][C:9]2=O)=[CH:4][CH:3]=1.C([SiH](CC)CC)C. The catalyst is FC(F)(F)C(O)=O. The product is [Br:1][C:2]1[CH:11]=[C:10]2[C:5](=[CH:4][CH:3]=1)[C:6]([CH3:14])([CH3:13])[CH2:7][CH2:8][CH2:9]2. The yield is 0.900. (5) The reactants are Cl.[C:2](=[NH:7])([O:4][CH2:5][CH3:6])[CH3:3].C(N(CC)CC)C.[C:15](Cl)(=[O:22])[C:16]1[CH:21]=[CH:20][CH:19]=[CH:18][CH:17]=1. The catalyst is C1(C)C=CC=CC=1. The product is [CH2:5]([O:4][C:2](=[N:7][C:15](=[O:22])[C:16]1[CH:21]=[CH:20][CH:19]=[CH:18][CH:17]=1)[CH3:3])[CH3:6]. The yield is 0.820. (6) The reactants are [Cl:1][C:2]1[C:7]([C:8]2[CH:13]=[CH:12][C:11]([F:14])=[CH:10][CH:9]=2)=[CH:6][C:5]([OH:15])=[CH:4][CH:3]=1.[I:16]N1C(=O)CCC1=O. The catalyst is C(O)(=O)C.ClCCl.S(=O)(=O)(O)O. The product is [Cl:1][C:2]1[C:7]([C:8]2[CH:13]=[CH:12][C:11]([F:14])=[CH:10][CH:9]=2)=[CH:6][C:5]([OH:15])=[C:4]([I:16])[CH:3]=1. The yield is 0.700. (7) The reactants are [CH2:1]([OH:4])[CH2:2][OH:3].[H-].[Na+].Br[CH2:8][C:9]1[CH:14]=[CH:13][C:12]([Cl:15])=[CH:11][CH:10]=1.O. The catalyst is C1COCC1.[N+](CCCC)(CCCC)(CCCC)CCCC.[I-].CCOC(C)=O. The product is [Cl:15][C:12]1[CH:13]=[CH:14][C:9]([CH2:8][O:3][CH2:2][CH2:1][OH:4])=[CH:10][CH:11]=1. The yield is 0.460. (8) The reactants are C([C:4]1[CH:9]=[C:8]([O:10][C:11]2[CH:16]=[CH:15][C:14]([NH:17][C:18]3[C:23]([C:24]([NH:26][C:27]4[CH:32]=[CH:31][C:30]([F:33])=[CH:29][C:28]=4[F:34])=[O:25])=[CH:22][N:21]=[C:20]([C:35]#[N:36])[N:19]=3)=[CH:13][C:12]=2[F:37])[CH:7]=[CH:6][N:5]=1)(=O)N.[ClH:38].[NH2:39]C1C=C(OC2C=CC(NC3N=CC=CC=3C(NC3C=CC(F)=CC=3F)=O)=CC=2F)C=CN=1. No catalyst specified. The product is [ClH:38].[ClH:38].[NH2:39][C:4]1[CH:9]=[C:8]([O:10][C:11]2[CH:16]=[CH:15][C:14]([NH:17][C:18]3[C:23]([C:24]([NH:26][C:27]4[CH:32]=[CH:31][C:30]([F:33])=[CH:29][C:28]=4[F:34])=[O:25])=[CH:22][N:21]=[C:20]([C:35]#[N:36])[N:19]=3)=[CH:13][C:12]=2[F:37])[CH:7]=[CH:6][N:5]=1. The yield is 0.530. (9) The reactants are [F:1][C:2]1[C:3]([C:8](O)=[O:9])=[N:4][N:5]([CH3:7])[CH:6]=1.C(N(CC)CC)C.C(OC(Cl)=O)C(C)C.[BH4-].[Na+]. The catalyst is C1COCC1. The product is [F:1][C:2]1[C:3]([CH2:8][OH:9])=[N:4][N:5]([CH3:7])[CH:6]=1. The yield is 0.550. (10) The reactants are [N+:1]([C:4]1[C:5]([CH:14]=[O:15])=[CH:6][CH:7]=[C:8]2[C:13]=1[N:12]=[CH:11][CH:10]=[CH:9]2)([O-:3])=[O:2].Br[Mg][C:18]1[CH:23]=[CH:22][C:21]([F:24])=[CH:20][CH:19]=1. The catalyst is C1COCC1. The product is [F:24][C:21]1[CH:22]=[CH:23][C:18]([CH:14]([C:5]2[C:4]([N+:1]([O-:3])=[O:2])=[C:13]3[C:8]([CH:9]=[CH:10][CH:11]=[N:12]3)=[CH:7][CH:6]=2)[OH:15])=[CH:19][CH:20]=1. The yield is 0.290.